This data is from NCI-60 drug combinations with 297,098 pairs across 59 cell lines. The task is: Regression. Given two drug SMILES strings and cell line genomic features, predict the synergy score measuring deviation from expected non-interaction effect. (1) Drug 1: CC1C(C(CC(O1)OC2CC(CC3=C2C(=C4C(=C3O)C(=O)C5=C(C4=O)C(=CC=C5)OC)O)(C(=O)CO)O)N)O.Cl. Drug 2: CCC1(C2=C(COC1=O)C(=O)N3CC4=CC5=C(C=CC(=C5CN(C)C)O)N=C4C3=C2)O.Cl. Cell line: COLO 205. Synergy scores: CSS=61.7, Synergy_ZIP=5.24, Synergy_Bliss=4.11, Synergy_Loewe=3.19, Synergy_HSA=7.54. (2) Drug 1: CC(C)(C#N)C1=CC(=CC(=C1)CN2C=NC=N2)C(C)(C)C#N. Drug 2: CC12CCC3C(C1CCC2OP(=O)(O)O)CCC4=C3C=CC(=C4)OC(=O)N(CCCl)CCCl.[Na+]. Synergy scores: CSS=12.3, Synergy_ZIP=-0.796, Synergy_Bliss=4.88, Synergy_Loewe=1.87, Synergy_HSA=1.90. Cell line: HCC-2998.